From a dataset of Forward reaction prediction with 1.9M reactions from USPTO patents (1976-2016). Predict the product of the given reaction. (1) Given the reactants [F:1][C:2]1[CH:7]=[C:6]([F:8])[CH:5]=[CH:4][C:3]=1[CH:9]=[CH:10][C:11]([NH:13][C@H:14]([C:26]([O:28]C)=[O:27])[CH2:15][C:16]1[C:24]2[C:19](=[CH:20][CH:21]=[CH:22][CH:23]=2)[N:18]([CH3:25])[CH:17]=1)=[O:12].[OH-].[Na+], predict the reaction product. The product is: [F:1][C:2]1[CH:7]=[C:6]([F:8])[CH:5]=[CH:4][C:3]=1[CH:9]=[CH:10][C:11]([NH:13][C@H:14]([C:26]([OH:28])=[O:27])[CH2:15][C:16]1[C:24]2[C:19](=[CH:20][CH:21]=[CH:22][CH:23]=2)[N:18]([CH3:25])[CH:17]=1)=[O:12]. (2) Given the reactants [CH3:1][O:2][C:3]1[CH:8]=[CH:7][C:6]([C:9]2[CH:17]=[CH:16][CH:15]=[C:14]3[C:10]=2[CH2:11][C:12](=[O:18])[NH:13]3)=[CH:5][CH:4]=1.[CH3:19][N:20]([CH3:36])[C@H:21]1[CH2:25][CH2:24][N:23]([C:26]([C:28]2[CH:32]=[C:31]([CH3:33])[NH:30][C:29]=2[CH:34]=O)=[O:27])[CH2:22]1, predict the reaction product. The product is: [CH3:19][N:20]([CH3:36])[C@H:21]1[CH2:25][CH2:24][N:23]([C:26]([C:28]2[CH:32]=[C:31]([CH3:33])[NH:30][C:29]=2[CH:34]=[C:11]2[C:10]3[C:14](=[CH:15][CH:16]=[CH:17][C:9]=3[C:6]3[CH:7]=[CH:8][C:3]([O:2][CH3:1])=[CH:4][CH:5]=3)[NH:13][C:12]2=[O:18])=[O:27])[CH2:22]1.